Predict the product of the given reaction. From a dataset of Forward reaction prediction with 1.9M reactions from USPTO patents (1976-2016). (1) Given the reactants [N:1]1[CH:6]=[CH:5][CH:4]=[CH:3][C:2]=1[N:7]([CH2:30][C:31]([O:33][CH2:34][CH3:35])=[O:32])[C:8]([C:10]1[CH:29]=[CH:28][C:13]2[N:14]([CH3:27])[C:15]([CH2:17][O:18][C:19]3[CH:24]=[CH:23][C:22]([C:25]#[N:26])=[CH:21][CH:20]=3)=[N:16][C:12]=2[CH:11]=1)=[O:9].[ClH:36].C(O)C.C(=O)([O-])[O-].[NH4+:44].[NH4+], predict the reaction product. The product is: [ClH:36].[ClH:36].[N:1]1[CH:6]=[CH:5][CH:4]=[CH:3][C:2]=1[N:7]([CH2:30][C:31]([O:33][CH2:34][CH3:35])=[O:32])[C:8]([C:10]1[CH:29]=[CH:28][C:13]2[N:14]([CH3:27])[C:15]([CH2:17][O:18][C:19]3[CH:24]=[CH:23][C:22]([C:25](=[NH:44])[NH2:26])=[CH:21][CH:20]=3)=[N:16][C:12]=2[CH:11]=1)=[O:9]. (2) Given the reactants [NH2:1][CH2:2][C@@H:3]1[CH2:8][CH2:7][C@H:6]([CH3:9])[CH2:5][N:4]1C(OC(C)(C)C)=O.[F:17][C:18]([F:29])([F:28])[C:19](O[C:19](=[O:20])[C:18]([F:29])([F:28])[F:17])=[O:20].C(O)(C(F)(F)F)=O, predict the reaction product. The product is: [F:17][C:18]([F:29])([F:28])[C:19]([NH:1][CH2:2][C@@H:3]1[CH2:8][CH2:7][C@H:6]([CH3:9])[CH2:5][NH:4]1)=[O:20]. (3) Given the reactants O.[OH-].[Li+].[O:4]=[C:5]1[N:11]([CH:12]2[CH2:17][CH2:16][N:15]([C:18]([O:20][C@@H:21]([C:31]([O:33]CC)=[O:32])[CH2:22][C:23]3[CH:28]=[CH:27][C:26]([Br:29])=[C:25]([Br:30])[CH:24]=3)=[O:19])[CH2:14][CH2:13]2)[CH2:10][CH2:9][C:8]2[CH:36]=[CH:37][CH:38]=[CH:39][C:7]=2[NH:6]1, predict the reaction product. The product is: [O:4]=[C:5]1[N:11]([CH:12]2[CH2:17][CH2:16][N:15]([C:18]([O:20][C@@H:21]([C:31]([OH:33])=[O:32])[CH2:22][C:23]3[CH:28]=[CH:27][C:26]([Br:29])=[C:25]([Br:30])[CH:24]=3)=[O:19])[CH2:14][CH2:13]2)[CH2:10][CH2:9][C:8]2[CH:36]=[CH:37][CH:38]=[CH:39][C:7]=2[NH:6]1. (4) Given the reactants [CH2:1]([O:8][C:9]([NH:11][C@H:12]([C:19]([OH:21])=O)[C@H:13]([C:15]([F:18])([F:17])[F:16])[CH3:14])=[O:10])[C:2]1[CH:7]=[CH:6][CH:5]=[CH:4][CH:3]=1.[NH2:22][C:23]1[CH:24]=[C:25]([CH2:30][C@H:31]([CH3:37])[C:32]([O:34][CH2:35][CH3:36])=[O:33])[CH:26]=[CH:27][C:28]=1[Cl:29].CN(C(ON1N=NC2C=CC=NC1=2)=[N+](C)C)C.F[P-](F)(F)(F)(F)F.O, predict the reaction product. The product is: [CH2:1]([O:8][C:9]([NH:11][C@H:12]([C:19]([NH:22][C:23]1[CH:24]=[C:25]([CH2:30][C@H:31]([CH3:37])[C:32]([O:34][CH2:35][CH3:36])=[O:33])[CH:26]=[CH:27][C:28]=1[Cl:29])=[O:21])[C@H:13]([C:15]([F:16])([F:17])[F:18])[CH3:14])=[O:10])[C:2]1[CH:3]=[CH:4][CH:5]=[CH:6][CH:7]=1.